This data is from Drug-target binding data from BindingDB using Ki measurements. The task is: Regression. Given a target protein amino acid sequence and a drug SMILES string, predict the binding affinity score between them. We predict pKi (pKi = -log10(Ki in M); higher means stronger inhibition). Dataset: bindingdb_ki. (1) The pKi is 6.5. The small molecule is COc1cc2nc(N3CCN(C(=O)c4ccco4)CC3)nc(N)c2cc1OC. The target protein (P08913) has sequence MGSLQPDAGNASWNGTEAPGGGARATPYSLQVTLTLVCLAGLLMLLTVFGNVLVIIAVFTSRALKAPQNLFLVSLASADILVATLVIPFSLANEVMGYWYFGKAWCEIYLALDVLFCTSSIVHLCAISLDRYWSITQAIEYNLKRTPRRIKAIIITVWVISAVISFPPLISIEKKGGGGGPQPAEPRCEINDQKWYVISSCIGSFFAPCLIMILVYVRIYQIAKRRTRVPPSRRGPDAVAAPPGGTERRPNGLGPERSAGPGGAEAEPLPTQLNGAPGEPAPAGPRDTDALDLEESSSSDHAERPPGPRRPERGPRGKGKARASQVKPGDSLPRRGPGATGIGTPAAGPGEERVGAAKASRWRGRQNREKRFTFVLAVVIGVFVVCWFPFFFTYTLTAVGCSVPRTLFKFFFWFGYCNSSLNPVIYTIFNHDFRRAFKKILCRGDRKRIV. (2) The pKi is 4.0. The drug is O=C1NS(=O)(=O)Nc2nc[nH]c21. The target protein (P08179) has sequence MNIVVLISGNGSNLQAIIDACKTNKIKGTVRAVFSNKADAFGLERARQAGIATHTLIASAFDSREAYDRELIHEIDMYAPDVVVLAGFMRILSPAFVSHYAGRLLNIHPSLLPKYPGLHTHRQALENGDEEHGTSVHFVTDELDGGPVILQAKVPVFAGDSEDDITARVQTQEHAIYPLVISWFADGRLKMHENAAWLDGQRLPPQGYAADE. (3) The drug is COc1cccc(OC[C@@H]2CN(CC(=O)N3CCc4ccccc43)CCO2)c1. The pKi is 5.3. The target protein (P28334) has sequence MEEQGIQCAPPPPAASQTGVPLTNLSHNCSADGYIYQDSIALPWKVLLVALLALITLATTLSNAFVIATVYRTRKLHTPANYLIASLAVTDLLVSILVMPISTMYTVTGRWTLGQVVCDFWLSSDITCCTASIMHLCVIALDRYWAITDAVEYSAKRTPKRAAIMIVLVWVFSISISLPPFFWRQAKAEEEMLDCFVNTDHVLYTVYSTVGAFYLPTLLLIALYGRIYVEARSRILKQTPNKTGKRLTRAQLITDSPGSTSSVTSINSRAPDVPSESGSPVYVNQVKVRVSDALLEKKKLMAARERKATKTLGIILGAFIVCWLPFFIISLVMPICKDACWFHMAIFDFFNWLGYLNSLINPIIYTMSNEDFKQAFHKLIRFKCAG.